This data is from Reaction yield outcomes from USPTO patents with 853,638 reactions. The task is: Predict the reaction yield, written as a fraction of the theoretical maximum amount of product (1.0 means a 100% yield; for example, 0.34 means a 34% yield). (1) The reactants are [NH2:1][C:2]1[S:3][CH:4]=[CH:5][N:6]=1.[S-:7][C:8]#[N:9].[Na+].BrBr.[NH4+].[OH-]. The catalyst is CO.[Na+].[Br-]. The product is [S:7]([C:4]1[S:3][C:2]([NH2:1])=[N:6][CH:5]=1)[C:8]#[N:9]. The yield is 0.550. (2) The reactants are CCN(C(C)C)C(C)C.[F:10][C:11]([F:31])([F:30])[C:12]1[CH:17]=[CH:16][CH:15]=[CH:14][C:13]=1[C:18]1[NH:22][N:21]=[C:20]([C:23]([NH:25][CH2:26][C:27]([OH:29])=O)=[O:24])[CH:19]=1.C1C=CC2N(O)N=NC=2C=1.CCN=C=NCCCN(C)C.Cl.[N:54]1([C:60]([C:62]2[CH:67]=[CH:66][CH:65]=[CH:64][C:63]=2[C:68]([F:71])([F:70])[F:69])=[O:61])[CH2:59][CH2:58][NH:57][CH2:56][CH2:55]1. The product is [O:29]=[C:27]([N:57]1[CH2:58][CH2:59][N:54]([C:60](=[O:61])[C:62]2[CH:67]=[CH:66][CH:65]=[CH:64][C:63]=2[C:68]([F:71])([F:69])[F:70])[CH2:55][CH2:56]1)[CH2:26][NH:25][C:23]([C:20]1[CH:19]=[C:18]([C:13]2[CH:14]=[CH:15][CH:16]=[CH:17][C:12]=2[C:11]([F:10])([F:31])[F:30])[NH:22][N:21]=1)=[O:24]. The catalyst is CN(C=O)C.O. The yield is 0.684. (3) The reactants are [F:1][C:2]1[CH:7]=[CH:6][C:5]([C@@H:8]2[N:17]=[C:16]([NH:18][O:19]C3CCCCO3)[C:15]3[C:14]([CH3:26])=[N:13][C:12]([NH2:27])=[N:11][C:10]=3[CH2:9]2)=[C:4]([C:28]2[CH:33]=[CH:32][CH:31]=[C:30]([O:34][CH3:35])[N:29]=2)[CH:3]=1.Cl. The catalyst is O1CCOCC1. The product is [NH2:27][C:12]1[N:13]=[C:14]([CH3:26])[C:15]2=[C:10]([CH2:9][C@H:8]([C:5]3[CH:6]=[CH:7][C:2]([F:1])=[CH:3][C:4]=3[C:28]3[CH:33]=[CH:32][CH:31]=[C:30]([O:34][CH3:35])[N:29]=3)[NH:17]/[C:16]/2=[N:18]\[OH:19])[N:11]=1. The yield is 0.635. (4) The reactants are [S:1]1[C:13]2[N:5]([C:6]3[C:11]([N:12]=2)=[CH:10][CH:9]=[C:8]([CH:14]=[O:15])[CH:7]=3)[CH2:4][CH2:3][CH2:2]1.[Br-].[Mg+2].[Br-].[N+:19]([C:22]1[CH:40]=[CH:39][C:25]([CH2:26][O:27][C:28]([C:30]2[N:31]3[CH:34]([S:35][CH:36]=2)[CH:33]([Br:37])[C:32]3=[O:38])=[O:29])=[CH:24][CH:23]=1)([O-:21])=[O:20].[C:41](OC(=O)C)(=[O:43])[CH3:42]. The catalyst is C(OCC)(=O)C.C(N(CC)CC)C.C1COCC1.C(#N)C. The product is [C:41]([O:15][CH:14]([C:8]1[CH:9]=[CH:10][C:11]2[N:12]=[C:13]3[S:1][CH2:2][CH2:3][CH2:4][N:5]3[C:6]=2[CH:7]=1)[C:33]1([Br:37])[C:32](=[O:38])[N:31]2[C@@H:34]1[S:35][CH:36]=[C:30]2[C:28]([O:27][CH2:26][C:25]1[CH:39]=[CH:40][C:22]([N+:19]([O-:21])=[O:20])=[CH:23][CH:24]=1)=[O:29])(=[O:43])[CH3:42]. The yield is 0.360. (5) The reactants are [H-].[Na+].[CH2:3]([OH:25])[CH2:4][CH2:5][CH2:6][CH2:7][CH2:8][CH2:9][CH2:10][CH2:11][CH2:12][CH2:13][CH2:14][CH2:15][CH2:16][CH2:17][CH2:18][CH2:19][CH2:20][CH2:21][CH2:22][CH2:23][CH3:24].[Br:26][CH2:27][CH2:28][CH2:29][CH2:30][CH2:31][CH2:32][CH2:33][CH2:34][CH2:35][CH2:36][CH2:37][CH2:38]Br.Cl. The catalyst is CCCCCC.C1(C)C=CC=CC=1. The product is [CH2:3]([O:25][CH2:38][CH2:37][CH2:36][CH2:35][CH2:34][CH2:33][CH2:32][CH2:31][CH2:30][CH2:29][CH2:28][CH2:27][Br:26])[CH2:4][CH2:5][CH2:6][CH2:7][CH2:8][CH2:9][CH2:10][CH2:11][CH2:12][CH2:13][CH2:14][CH2:15][CH2:16][CH2:17][CH2:18][CH2:19][CH2:20][CH2:21][CH2:22][CH2:23][CH3:24]. The yield is 0.780. (6) The reactants are [Cl:1][C:2]1[N:7]=[C:6](Cl)[CH:5]=[C:4]([Cl:9])[N:3]=1.[NH:10]1[CH2:15][CH2:14][CH2:13][CH2:12][CH2:11]1.C(N(CC)C(C)C)(C)C. The catalyst is O1CCCC1. The product is [Cl:1][C:2]1[N:3]=[C:4]([Cl:9])[CH:5]=[C:6]([N:10]2[CH2:15][CH2:14][CH2:13][CH2:12][CH2:11]2)[N:7]=1. The yield is 0.590. (7) The reactants are [Mn]([O-])(=O)(=O)=[O:2].[K+].[CH2:7]([O:14][C:15]1[CH:16]=[C:17]([CH:20]=[CH:21][C:22]=1[O:23][CH3:24])[CH:18]=[O:19])[C:8]1[CH:13]=[CH:12][CH:11]=[CH:10][CH:9]=1.Cl. The catalyst is O.[Br-].C([N+](CCCC)(CCCC)CCCC)CCC.N1C=CC=CC=1. The product is [CH2:7]([O:14][C:15]1[CH:16]=[C:17]([CH:20]=[CH:21][C:22]=1[O:23][CH3:24])[C:18]([OH:2])=[O:19])[C:8]1[CH:9]=[CH:10][CH:11]=[CH:12][CH:13]=1. The yield is 0.880. (8) The reactants are [CH3:1][C:2]1[CH:7]=[CH:6][CH:5]=[CH:4][C:3]=1[S:8][CH3:9].[Br:10]Br. The catalyst is C(Cl)Cl.[Fe]. The product is [Br:10][C:6]1[CH:5]=[CH:4][C:3]([S:8][CH3:9])=[C:2]([CH3:1])[CH:7]=1. The yield is 0.960. (9) The reactants are [CH3:1][C:2]1[C:16](=[O:17])[N:15]=[C:14]2[N:4]([C@@H:5]3[O:9][C@H:8]([CH2:10][OH:11])[C@@H:7]([OH:12])[C@@H:6]3[O:13]2)[CH:3]=1.[CH3:18][O:19][CH2:20][CH2:21][O:22]B([O:22][CH2:21][CH2:20][O:19][CH3:18])[O:22][CH2:21][CH2:20][O:19][CH3:18]. The catalyst is COCCO. The product is [CH3:18][O:19][CH2:20][CH2:21][O:22][C@@H:6]1[C@H:7]([OH:12])[C@@H:8]([CH2:10][OH:11])[O:9][C@H:5]1[N:4]1[CH:3]=[C:2]([CH3:1])[C:16](=[O:17])[NH:15][C:14]1=[O:13]. The yield is 0.630.